From a dataset of Forward reaction prediction with 1.9M reactions from USPTO patents (1976-2016). Predict the product of the given reaction. (1) The product is: [CH2:1]([O:3][C:4](=[O:23])[CH2:5][C:6]1[C:11]([CH3:12])=[N:10][N:9]2[C:13]([Cl:24])=[CH:14][CH:15]=[C:8]2[C:7]=1[C:16]1[CH:17]=[CH:18][C:19]([F:22])=[CH:20][CH:21]=1)[CH3:2]. Given the reactants [CH2:1]([O:3][C:4](=[O:23])[CH2:5][C:6]1[C:11]([CH3:12])=[N:10][N:9]2[CH:13]=[CH:14][CH:15]=[C:8]2[C:7]=1[C:16]1[CH:21]=[CH:20][C:19]([F:22])=[CH:18][CH:17]=1)[CH3:2].[Cl:24]N1C(=O)CCC1=O, predict the reaction product. (2) Given the reactants [F:1][C:2]1[CH:11]=[CH:10][C:9]([CH:12]=O)=[C:8]2[C:3]=1[C:4](=[O:15])[CH:5]=[C:6]([CH3:14])[O:7]2.[C:16]([CH:18]=[C:19]([O-])[CH3:20])#[N:17].[Na+].[NH2:23]/[C:24](/[CH3:32])=[CH:25]\[C:26]([O:28][CH:29]([CH3:31])[CH3:30])=[O:27].C(O)(=O)C, predict the reaction product. The product is: [C:16]([C:18]1[CH:12]([C:9]2[CH:10]=[CH:11][C:2]([F:1])=[C:3]3[C:8]=2[O:7][C:6]([CH3:14])=[CH:5][C:4]3=[O:15])[C:25]([C:26]([O:28][CH:29]([CH3:31])[CH3:30])=[O:27])=[C:24]([CH3:32])[NH:23][C:19]=1[CH3:20])#[N:17]. (3) Given the reactants Br[C:2]1[CH:3]=[C:4]([CH:25]=[CH:26][N:27]=1)[C:5]([NH:7][C:8]1[S:9][C:10]2[C:16]([N:17]3[CH2:22][CH2:21][O:20][CH2:19][CH2:18]3)=[CH:15][CH:14]=[C:13]([O:23][CH3:24])[C:11]=2[N:12]=1)=[O:6].C(=O)([O-])[O-].[Cs+].[Cs+].[CH3:34][O:35][CH:36]1[CH2:41][CH2:40][NH:39][CH2:38][CH2:37]1, predict the reaction product. The product is: [CH3:24][O:23][C:13]1[C:11]2[N:12]=[C:8]([NH:7][C:5](=[O:6])[C:4]3[CH:25]=[CH:26][N:27]=[C:2]([N:39]4[CH2:40][CH2:41][CH:36]([O:35][CH3:34])[CH2:37][CH2:38]4)[CH:3]=3)[S:9][C:10]=2[C:16]([N:17]2[CH2:22][CH2:21][O:20][CH2:19][CH2:18]2)=[CH:15][CH:14]=1. (4) The product is: [C:23]([CH2:2][C:3]1[C:7]([C:8]([O:10][CH2:11][CH3:12])=[O:9])=[C:6]([S:13][CH3:14])[S:5][C:4]=1[C:15]([O:17][CH2:18][CH3:19])=[O:16])#[N:24]. Given the reactants Br[CH2:2][C:3]1[C:7]([C:8]([O:10][CH2:11][CH3:12])=[O:9])=[C:6]([S:13][CH3:14])[S:5][C:4]=1[C:15]([O:17][CH2:18][CH3:19])=[O:16].C(O)C.[C-:23]#[N:24].[K+], predict the reaction product. (5) The product is: [CH3:32][O:31][C:28]1[CH:29]=[C:30]2[C:25](=[CH:26][C:27]=1[O:33][CH3:34])[N:24]=[CH:23][CH:22]=[C:21]2[O:20][C:19]1[C:14]([C:41]2[CH:42]=[CH:43][C:38]([N:37]([CH3:47])[CH3:36])=[CH:39][CH:40]=2)=[N:15][C:16]([CH3:35])=[CH:17][CH:18]=1. Given the reactants C1(C)C=CC=CC=1.C(=O)([O-])O.[Na+].I[C:14]1[C:19]([O:20][C:21]2[C:30]3[C:25](=[CH:26][C:27]([O:33][CH3:34])=[C:28]([O:31][CH3:32])[CH:29]=3)[N:24]=[CH:23][CH:22]=2)=[CH:18][CH:17]=[C:16]([CH3:35])[N:15]=1.[CH3:36][N:37]([CH3:47])[C:38]1[CH:43]=[CH:42][C:41](B(O)O)=[CH:40][CH:39]=1, predict the reaction product. (6) The product is: [NH2:14][N:15]1[CH2:16][CH2:17][CH:18]([N:21]2[C:25]([CH3:26])=[C:24]([C:27](=[O:31])[CH2:28][CH2:29][CH3:30])[CH:23]=[N:22]2)[CH2:19][CH2:20]1. Given the reactants FC(F)(F)C(O)=O.C(OC(=O)[NH:14][N:15]1[CH2:20][CH2:19][CH:18]([N:21]2[C:25]([CH3:26])=[C:24]([C:27](=[O:31])[CH2:28][CH2:29][CH3:30])[CH:23]=[N:22]2)[CH2:17][CH2:16]1)(C)(C)C.Cl, predict the reaction product.